From a dataset of Forward reaction prediction with 1.9M reactions from USPTO patents (1976-2016). Predict the product of the given reaction. Given the reactants [CH2:1]([N:5]([CH2:20][C:21]1[CH:33]=[CH:32][C:24]([O:25][CH2:26][C:27]([O:29]CC)=[O:28])=[C:23]([CH3:34])[CH:22]=1)[C:6]1[C:7]([CH3:19])=[C:8]([C:12]2[CH:17]=[CH:16][C:15]([CH3:18])=[CH:14][CH:13]=2)[CH:9]=[CH:10][CH:11]=1)[CH2:2][CH2:3][CH3:4].[OH-].[Na+].Cl, predict the reaction product. The product is: [CH2:1]([N:5]([CH2:20][C:21]1[CH:33]=[CH:32][C:24]([O:25][CH2:26][C:27]([OH:29])=[O:28])=[C:23]([CH3:34])[CH:22]=1)[C:6]1[C:7]([CH3:19])=[C:8]([C:12]2[CH:17]=[CH:16][C:15]([CH3:18])=[CH:14][CH:13]=2)[CH:9]=[CH:10][CH:11]=1)[CH2:2][CH2:3][CH3:4].